From a dataset of Reaction yield outcomes from USPTO patents with 853,638 reactions. Predict the reaction yield, written as a fraction of the theoretical maximum amount of product (1.0 means a 100% yield; for example, 0.34 means a 34% yield). (1) The reactants are Br[C:2]1[C:10]2[C:5](=[CH:6][CH:7]=[C:8]([C:11]#[N:12])[CH:9]=2)[N:4](C2CCCCO2)[N:3]=1.[O:19]1[C:24]2[CH:25]=[CH:26][C:27](B(O)O)=[CH:28][C:23]=2[O:22][CH2:21][CH2:20]1.ClCCl.P([O-])([O-])([O-])=O.[K+].[K+].[K+].Cl. The yield is 0.710. The catalyst is COCCOC.O.CO. The product is [O:19]1[C:24]2[CH:25]=[CH:26][C:27]([C:2]3[C:10]4[C:5](=[CH:6][CH:7]=[C:8]([C:11]#[N:12])[CH:9]=4)[NH:4][N:3]=3)=[CH:28][C:23]=2[O:22][CH2:21][CH2:20]1. (2) The reactants are [CH3:1][C:2]1[CH:13]=[CH:12][C:5]2[NH:6][C:7](=[O:11])[O:8][C:9](=[O:10])[C:4]=2[CH:3]=1.[H-].[Na+].[F:16][C:17]1[CH:24]=[CH:23][C:20]([CH2:21]Br)=[CH:19][CH:18]=1. The catalyst is CN(C=O)C. The product is [F:16][C:17]1[CH:24]=[CH:23][C:20]([CH2:21][N:6]2[C:5]3[CH:12]=[CH:13][C:2]([CH3:1])=[CH:3][C:4]=3[C:9](=[O:10])[O:8][C:7]2=[O:11])=[CH:19][CH:18]=1. The yield is 0.790.